The task is: Predict the reaction yield, written as a fraction of the theoretical maximum amount of product (1.0 means a 100% yield; for example, 0.34 means a 34% yield).. This data is from Reaction yield outcomes from USPTO patents with 853,638 reactions. (1) The reactants are O[CH:2]([C:4]1[CH:9]=[CH:8][C:7]([C:10]2[C:11]([C:16]#[N:17])=[CH:12][CH:13]=[CH:14][CH:15]=2)=[CH:6][CH:5]=1)[CH3:3].[Br-:18].[Br-].[Br-].P. The catalyst is C1(C)C=CC=CC=1. The product is [Br:18][CH:2]([C:4]1[CH:9]=[CH:8][C:7]([C:10]2[C:11]([C:16]#[N:17])=[CH:12][CH:13]=[CH:14][CH:15]=2)=[CH:6][CH:5]=1)[CH3:3]. The yield is 0.870. (2) The reactants are [NH:1]1[C:9]2[C:4](=[CH:5][CH:6]=[CH:7][CH:8]=2)[C:3](/[CH:10]=[CH:11]/[C:12]2[CH:25]=[CH:24][C:15]([C:16]([N:18]3[CH2:23][CH2:22][NH:21][CH2:20][CH2:19]3)=[O:17])=[CH:14][CH:13]=2)=[N:2]1.[CH3:26]N1CCOCC1.Cl.C(N=C=NCCCN(C)C)C.O.ON1C2C=CC=CC=2N=N1.C[CH:57](C)[CH2:58][C:59]([NH:61][CH2:62][C:63]([OH:65])=O)=[O:60]. No catalyst specified. The product is [C:59]([NH:61][CH2:62][C:63]([N:21]1[CH2:22][CH2:23][N:18]([C:16](=[O:17])[C:15]2[CH:14]=[CH:13][C:12](/[CH:11]=[CH:10]/[C:3]3[C:4]4[C:9](=[CH:8][CH:7]=[CH:6][CH:5]=4)[NH:1][N:2]=3)=[CH:25][CH:24]=2)[CH2:19][CH2:20]1)=[O:65])(=[O:60])[CH:58]([CH3:57])[CH3:26]. The yield is 0.370. (3) The yield is 0.350. The product is [N:1]1([CH:7]2[CH2:12][CH2:11][N:10]([C:13]([C:15]3[CH:16]=[C:17]4[C:21](=[CH:22][CH:23]=3)[N:20]([C:39]3[CH:38]=[CH:37][N:36]=[C:35]([Cl:34])[CH:40]=3)[C:19]([C:24]([N:26]3[CH2:31][CH2:30][C:29]([F:33])([F:32])[CH2:28][CH2:27]3)=[O:25])=[CH:18]4)=[O:14])[CH2:9][CH2:8]2)[CH2:2][CH2:3][CH2:4][CH2:5][CH2:6]1. The catalyst is ClCCl.C([O-])(=O)C.[Cu+2].C([O-])(=O)C. The reactants are [N:1]1([CH:7]2[CH2:12][CH2:11][N:10]([C:13]([C:15]3[CH:16]=[C:17]4[C:21](=[CH:22][CH:23]=3)[NH:20][C:19]([C:24]([N:26]3[CH2:31][CH2:30][C:29]([F:33])([F:32])[CH2:28][CH2:27]3)=[O:25])=[CH:18]4)=[O:14])[CH2:9][CH2:8]2)[CH2:6][CH2:5][CH2:4][CH2:3][CH2:2]1.[Cl:34][C:35]1[CH:40]=[C:39](B(O)O)[CH:38]=[CH:37][N:36]=1.N1C=CC=CC=1. (4) The reactants are N(C(OCC)=O)=NC(OCC)=O.C1(C)C=CC=CC=1.[CH3:20][N:21]([C@@H:29]([CH3:45])[C:30](=[O:44])[NH:31][C@H:32]1[CH2:38][O:37][C:36]2[CH:39]=[CH:40][CH:41]=[CH:42][C:35]=2[NH:34][C:33]1=[O:43])[C:22](=[O:28])[O:23][C:24]([CH3:27])([CH3:26])[CH3:25].[Cl:46][C:47]1[N:48]([C:58]2[CH:65]=[CH:64][CH:63]=[CH:62][C:59]=2[C:60]#[N:61])[C:49]2[C:54]([C:55]=1[CH2:56]O)=[CH:53][CH:52]=[CH:51][CH:50]=2.C1C=CC(P(C2C=CC=CC=2)C2C=CC=CC=2)=CC=1. The catalyst is C1COCC1.CO. The product is [Cl:46][C:47]1[N:48]([C:58]2[CH:65]=[CH:64][CH:63]=[CH:62][C:59]=2[C:60]#[N:61])[C:49]2[C:54]([C:55]=1[CH2:56][N:34]1[C:33](=[O:43])[C@@H:32]([NH:31][C:30](=[O:44])[C@@H:29]([N:21]([CH3:20])[C:22](=[O:28])[O:23][C:24]([CH3:27])([CH3:25])[CH3:26])[CH3:45])[CH2:38][O:37][C:36]3[CH:39]=[CH:40][CH:41]=[CH:42][C:35]1=3)=[CH:53][CH:52]=[CH:51][CH:50]=2. The yield is 0.500. (5) The yield is 0.380. The product is [CH:25]1([CH2:24][CH2:23][N:20]2[C:19](=[O:21])[C:18]3[CH2:17][CH2:16][CH2:15][CH2:14][C:13]=3[N:12]=[C:11]2[C:6]2[CH:7]=[CH:8][CH:9]=[CH:10][C:5]=2[O:4][CH3:3])[CH2:30][CH2:29][CH2:28][CH2:27][CH2:26]1. The catalyst is CN(C=O)C. The reactants are [H-].[Na+].[CH3:3][O:4][C:5]1[CH:10]=[CH:9][CH:8]=[CH:7][C:6]=1[C:11]1[NH:12][C:13]2[CH2:14][CH2:15][CH2:16][CH2:17][C:18]=2[C:19](=[O:21])[N:20]=1.Br[CH2:23][CH2:24][CH:25]1[CH2:30][CH2:29][CH2:28][CH2:27][CH2:26]1. (6) The reactants are [CH3:1][N:2]([CH3:21])[CH2:3][C:4]([N:6]1[C:14]2[C:9](=[CH:10][C:11]([O:18][CH3:19])=[C:12]([N+:15]([O-])=O)[CH:13]=2)[CH2:8][C@H:7]1[CH3:20])=[O:5]. The catalyst is [Pd].CO. The product is [CH3:21][N:2]([CH2:3][C:4]([N:6]1[C:14]2[C:9](=[CH:10][C:11]([O:18][CH3:19])=[C:12]([NH2:15])[CH:13]=2)[CH2:8][C@H:7]1[CH3:20])=[O:5])[CH3:1]. The yield is 0.930. (7) The reactants are [F:1][C:2]1[CH:3]=[C:4]([C@@H:21]([NH:25][C:26](=[O:32])[O:27][C:28]([CH3:31])([CH3:30])[CH3:29])[CH2:22]C=C)[CH:5]=[C:6]([C:8]2[N:12]([CH3:13])[N:11]=[CH:10][C:9]=2[NH:14][C:15](=[O:20])[C@H:16]([CH3:19])[CH:17]=[CH2:18])[CH:7]=1. The catalyst is Cl[Ru](=C1N(C2C(C)=CC(C)=CC=2C)CCN1C1C(C)=CC(C)=CC=1C)(Cl)(=CC1C=CC=CC=1)[P](C1CCCCC1)(C1CCCCC1)C1CCCCC1.ClCCCl. The product is [F:1][C:2]1[CH:3]=[C:4]2[CH:5]=[C:6]([CH:7]=1)[C:8]1[N:12]([CH3:13])[N:11]=[CH:10][C:9]=1[NH:14][C:15](=[O:20])[C@H:16]([CH3:19])[CH:17]=[CH:18][CH2:22][C@@H:21]2[NH:25][C:26](=[O:32])[O:27][C:28]([CH3:31])([CH3:30])[CH3:29]. The yield is 0.540.